Dataset: Merck oncology drug combination screen with 23,052 pairs across 39 cell lines. Task: Regression. Given two drug SMILES strings and cell line genomic features, predict the synergy score measuring deviation from expected non-interaction effect. (1) Drug 1: COc1cc(C2c3cc4c(cc3C(OC3OC5COC(C)OC5C(O)C3O)C3COC(=O)C23)OCO4)cc(OC)c1O. Drug 2: CNC(=O)c1cc(Oc2ccc(NC(=O)Nc3ccc(Cl)c(C(F)(F)F)c3)cc2)ccn1. Cell line: RKO. Synergy scores: synergy=-3.54. (2) Cell line: COLO320DM. Synergy scores: synergy=7.43. Drug 2: CCN(CC)CCNC(=O)c1c(C)[nH]c(C=C2C(=O)Nc3ccc(F)cc32)c1C. Drug 1: CN(C)C(=N)N=C(N)N. (3) Drug 1: O=P1(N(CCCl)CCCl)NCCCO1. Drug 2: NC1(c2ccc(-c3nc4ccn5c(=O)[nH]nc5c4cc3-c3ccccc3)cc2)CCC1. Cell line: OCUBM. Synergy scores: synergy=7.79. (4) Drug 1: CN(Cc1cnc2nc(N)nc(N)c2n1)c1ccc(C(=O)NC(CCC(=O)O)C(=O)O)cc1. Drug 2: CNC(=O)c1cc(Oc2ccc(NC(=O)Nc3ccc(Cl)c(C(F)(F)F)c3)cc2)ccn1. Cell line: SKMES1. Synergy scores: synergy=-4.17.